Dataset: Reaction yield outcomes from USPTO patents with 853,638 reactions. Task: Predict the reaction yield, written as a fraction of the theoretical maximum amount of product (1.0 means a 100% yield; for example, 0.34 means a 34% yield). (1) The reactants are [Cl:1][CH2:2][C:3]1[CH:12]=[CH:11][C:10]2[C:5](=[CH:6][CH:7]=[CH:8][CH:9]=2)[CH:4]=1.[CH3:13][N:14]([CH2:16][CH2:17][CH2:18][CH2:19][CH2:20][CH2:21][CH2:22][CH2:23][CH2:24][CH2:25][CH2:26][CH2:27][CH2:28][CH2:29][CH2:30][CH2:31][CH2:32][CH3:33])[CH3:15]. The catalyst is C(#N)C. The product is [Cl-:1].[CH3:13][N+:14]([CH3:15])([CH2:2][C:3]1[CH:12]=[CH:11][C:10]2[C:5](=[CH:6][CH:7]=[CH:8][CH:9]=2)[CH:4]=1)[CH2:16][CH2:17][CH2:18][CH2:19][CH2:20][CH2:21][CH2:22][CH2:23][CH2:24][CH2:25][CH2:26][CH2:27][CH2:28][CH2:29][CH2:30][CH2:31][CH2:32][CH3:33]. The yield is 0.883. (2) The reactants are [F:1][C:2]1[CH:7]=[C:6]([O:8][CH3:9])[CH:5]=[CH:4][C:3]=1[C:10]1[CH:15]=[CH:14][N:13]=[C:12]([O:16]C)[CH:11]=1.[OH-].[Na+]. The catalyst is Cl. The product is [F:1][C:2]1[CH:7]=[C:6]([O:8][CH3:9])[CH:5]=[CH:4][C:3]=1[C:10]1[CH:15]=[CH:14][NH:13][C:12](=[O:16])[CH:11]=1. The yield is 0.870.